This data is from Peptide-MHC class II binding affinity with 134,281 pairs from IEDB. The task is: Regression. Given a peptide amino acid sequence and an MHC pseudo amino acid sequence, predict their binding affinity value. This is MHC class II binding data. (1) The peptide sequence is RNEWILESDHLIAEM. The MHC is DRB1_0101 with pseudo-sequence DRB1_0101. The binding affinity (normalized) is 0.735. (2) The peptide sequence is IIQPEQPAQL. The MHC is HLA-DQA10501-DQB10201 with pseudo-sequence HLA-DQA10501-DQB10201. The binding affinity (normalized) is 0. (3) The peptide sequence is LRAEQASQEVKNWMTETL. The MHC is DRB1_0301 with pseudo-sequence DRB1_0301. The binding affinity (normalized) is 0. (4) The peptide sequence is VDFQKTMKVTGVTTQGVKSL. The MHC is DRB1_0403 with pseudo-sequence DRB1_0403. The binding affinity (normalized) is 0.378. (5) The peptide sequence is SQDLELSWNLNGLSAY. The MHC is DRB1_0802 with pseudo-sequence DRB1_0802. The binding affinity (normalized) is 0.388. (6) The peptide sequence is AFKVAATAVNAAPAN. The MHC is DRB1_0802 with pseudo-sequence DRB1_0802. The binding affinity (normalized) is 0.909.